This data is from NCI-60 drug combinations with 297,098 pairs across 59 cell lines. The task is: Regression. Given two drug SMILES strings and cell line genomic features, predict the synergy score measuring deviation from expected non-interaction effect. (1) Cell line: MCF7. Synergy scores: CSS=-1.49, Synergy_ZIP=-0.449, Synergy_Bliss=0.527, Synergy_Loewe=-14.7, Synergy_HSA=-9.66. Drug 1: CC1=CC2C(CCC3(C2CCC3(C(=O)C)OC(=O)C)C)C4(C1=CC(=O)CC4)C. Drug 2: CN1C2=C(C=C(C=C2)N(CCCl)CCCl)N=C1CCCC(=O)O.Cl. (2) Drug 1: CC1CCC2CC(C(=CC=CC=CC(CC(C(=O)C(C(C(=CC(C(=O)CC(OC(=O)C3CCCCN3C(=O)C(=O)C1(O2)O)C(C)CC4CCC(C(C4)OC)O)C)C)O)OC)C)C)C)OC. Drug 2: CC(C)NC(=O)C1=CC=C(C=C1)CNNC.Cl. Cell line: TK-10. Synergy scores: CSS=10.7, Synergy_ZIP=-3.59, Synergy_Bliss=5.76, Synergy_Loewe=-17.6, Synergy_HSA=2.35. (3) Drug 1: CCCS(=O)(=O)NC1=C(C(=C(C=C1)F)C(=O)C2=CNC3=C2C=C(C=N3)C4=CC=C(C=C4)Cl)F. Drug 2: C1=NC2=C(N1)C(=S)N=C(N2)N. Cell line: SW-620. Synergy scores: CSS=0.693, Synergy_ZIP=5.58, Synergy_Bliss=7.04, Synergy_Loewe=-17.0, Synergy_HSA=-9.39. (4) Drug 1: CS(=O)(=O)OCCCCOS(=O)(=O)C. Drug 2: CC1=C(C(=O)C2=C(C1=O)N3CC4C(C3(C2COC(=O)N)OC)N4)N. Cell line: HCC-2998. Synergy scores: CSS=37.3, Synergy_ZIP=-6.65, Synergy_Bliss=-6.88, Synergy_Loewe=-1.39, Synergy_HSA=3.48.